This data is from hERG Central: cardiac toxicity at 1µM, 10µM, and general inhibition. The task is: Predict hERG channel inhibition at various concentrations. (1) The drug is O=C(CSc1nc(-c2ccco2)cc(C(F)(F)F)n1)N1CCN(Cc2ccccc2)CC1. Results: hERG_inhib (hERG inhibition (general)): blocker. (2) The compound is CCNC(=O)COc1ccc(/C=C2\COc3ccccc3C2=O)cc1OC. Results: hERG_inhib (hERG inhibition (general)): blocker. (3) The molecule is Cc1cc(Br)cc(Cl)c1OCC(=O)N1CCN(C(=O)c2ccco2)CC1. Results: hERG_inhib (hERG inhibition (general)): blocker. (4) The molecule is O=C(NCCCN1CCN(c2ccc(F)cc2)CC1)NC12CC3CC(CC(C3)C1)C2. Results: hERG_inhib (hERG inhibition (general)): blocker. (5) The compound is CCCn1c(CN2CCN(c3cccc(Cl)c3)CC2)nc2c1c(=O)n(C)c(=O)n2C. Results: hERG_inhib (hERG inhibition (general)): blocker. (6) The compound is Cc1ccccc1CC1(CO)CCCN(C(=O)c2ccccc2Cl)C1. Results: hERG_inhib (hERG inhibition (general)): blocker. (7) The drug is COc1ccc(N2CCN(CCNC(=O)Nc3ccc(Cl)cc3)CC2)cc1. Results: hERG_inhib (hERG inhibition (general)): blocker. (8) The molecule is COc1ccc(CCn2c(=N)c(C(=O)NCC3CCCO3)cc3c(=O)n4ccccc4nc32)cc1OC. Results: hERG_inhib (hERG inhibition (general)): blocker. (9) The molecule is CC(NC(=O)CNC(=O)c1ccccc1F)c1ccc(-n2ccnc2)cc1. Results: hERG_inhib (hERG inhibition (general)): blocker.